From a dataset of Forward reaction prediction with 1.9M reactions from USPTO patents (1976-2016). Predict the product of the given reaction. (1) Given the reactants [CH3:1][C:2]1[C:6]([I:7])=[C:5]([CH3:8])[NH:4][N:3]=1.[H-].[Na+].[CH:11]1(OS(C)(=O)=O)[CH2:15][CH:14]=[CH:13][CH2:12]1.O, predict the reaction product. The product is: [CH:14]1([N:3]2[C:2]([CH3:1])=[C:6]([I:7])[C:5]([CH3:8])=[N:4]2)[CH2:13][CH:12]=[CH:11][CH2:15]1. (2) Given the reactants [O:1]1[CH:5]=[CH:4][C:3]([CH:6]([NH:8]S(C(C)(C)C)=O)[CH3:7])=[N:2]1.[ClH:15], predict the reaction product. The product is: [ClH:15].[O:1]1[CH:5]=[CH:4][C:3]([CH:6]([NH2:8])[CH3:7])=[N:2]1. (3) Given the reactants [CH:1]1([N:4]([CH2:28][C:29]2[CH:34]=[C:33]([CH2:35][CH2:36][CH2:37][O:38][CH3:39])[CH:32]=[C:31]([O:40][CH2:41][CH2:42][O:43][CH3:44])[CH:30]=2)[C:5]([C@@H:7]2[C@@:12]([OH:20])([C:13]3[CH:18]=[CH:17][NH:16][C:15](=[O:19])[CH:14]=3)[CH2:11][CH2:10][N:9]([C:21]([O:23][C:24]([CH3:27])([CH3:26])[CH3:25])=[O:22])[CH2:8]2)=[O:6])[CH2:3][CH2:2]1.I[CH2:46][CH2:47][CH2:48][CH3:49].[CH:50]1C=CC=CC=1, predict the reaction product. The product is: [CH2:46]([O:19][C:15]1[CH:14]=[C:13]([C@@:12]2([O:20][CH3:50])[CH2:11][CH2:10][N:9]([C:21]([O:23][C:24]([CH3:26])([CH3:27])[CH3:25])=[O:22])[CH2:8][C@@H:7]2[C:5]([N:4]([CH:1]2[CH2:3][CH2:2]2)[CH2:28][C:29]2[CH:34]=[C:33]([CH2:35][CH2:36][CH2:37][O:38][CH3:39])[CH:32]=[C:31]([O:40][CH2:41][CH2:42][O:43][CH3:44])[CH:30]=2)=[O:6])[CH:18]=[CH:17][N:16]=1)[CH2:47][CH2:48][CH3:49].